Regression. Given two drug SMILES strings and cell line genomic features, predict the synergy score measuring deviation from expected non-interaction effect. From a dataset of NCI-60 drug combinations with 297,098 pairs across 59 cell lines. Drug 1: CC1=C(C=C(C=C1)NC2=NC=CC(=N2)N(C)C3=CC4=NN(C(=C4C=C3)C)C)S(=O)(=O)N.Cl. Drug 2: CN(C)N=NC1=C(NC=N1)C(=O)N. Cell line: SK-OV-3. Synergy scores: CSS=11.9, Synergy_ZIP=-0.697, Synergy_Bliss=4.23, Synergy_Loewe=2.43, Synergy_HSA=2.38.